Dataset: Full USPTO retrosynthesis dataset with 1.9M reactions from patents (1976-2016). Task: Predict the reactants needed to synthesize the given product. Given the product [C:46]([O:50][C:51](=[O:60])[NH:52][C:53]([CH3:59])([CH2:56][CH2:57][CH3:58])[CH2:54][NH:55][C:15]([C:14]1[C:13]([CH3:18])=[N:12][N:11]2[C:6]([O:5][CH2:4][C:3]3[C:2]([F:1])=[CH:22][CH:21]=[CH:20][C:19]=3[F:23])=[CH:7][CH:8]=[CH:9][C:10]=12)=[O:17])([CH3:49])([CH3:48])[CH3:47], predict the reactants needed to synthesize it. The reactants are: [F:1][C:2]1[CH:22]=[CH:21][CH:20]=[C:19]([F:23])[C:3]=1[CH2:4][O:5][C:6]1[N:11]2[N:12]=[C:13]([CH3:18])[C:14]([C:15]([OH:17])=O)=[C:10]2[CH:9]=[CH:8][CH:7]=1.ON1C2C=CC=CC=2N=N1.Cl.CN(C)CCCN=C=NCC.[C:46]([O:50][C:51](=[O:60])[NH:52][C:53]([CH3:59])([CH2:56][CH2:57][CH3:58])[CH2:54][NH2:55])([CH3:49])([CH3:48])[CH3:47].C(N(CC)C(C)C)(C)C.